From a dataset of Full USPTO retrosynthesis dataset with 1.9M reactions from patents (1976-2016). Predict the reactants needed to synthesize the given product. (1) Given the product [N:15]([CH2:30][C:31]1[N:32]2[CH:38]=[N:37][CH:36]=[C:33]2[S:34][CH:35]=1)=[N+:16]=[N-:17], predict the reactants needed to synthesize it. The reactants are: C1(P([N:15]=[N+:16]=[N-:17])(C2C=CC=CC=2)=O)C=CC=CC=1.C1CCN2C(=NCCC2)CC1.O[CH2:30][C:31]1[N:32]2[CH:38]=[N:37][CH:36]=[C:33]2[S:34][CH:35]=1. (2) Given the product [Cl:17][C:18]1[CH:23]=[CH:22][C:21]([S:24]([N:5]2[CH2:6][CH2:7][N:2]([CH3:1])[CH2:3][CH2:4]2)(=[O:26])=[O:25])=[CH:20][C:19]=1[N+:28]([O-:30])=[O:29], predict the reactants needed to synthesize it. The reactants are: [CH3:1][N:2]1[CH2:7][CH2:6][NH:5][CH2:4][CH2:3]1.C(N(CC)C(C)C)(C)C.[Cl:17][C:18]1[CH:23]=[CH:22][C:21]([S:24](Cl)(=[O:26])=[O:25])=[CH:20][C:19]=1[N+:28]([O-:30])=[O:29]. (3) Given the product [C:19]([O:23][C:24]([N:26]1[CH2:31][CH2:30][N:29]([C@H:32]([CH2:41][OH:42])[CH2:33][CH2:34][N:35]2[CH2:36][CH2:37][CH2:38][CH2:39][CH2:40]2)[C:28](=[O:60])[C@@H:27]1[CH3:61])=[O:25])([CH3:20])([CH3:22])[CH3:21], predict the reactants needed to synthesize it. The reactants are: [F-].C([N+](CCCC)(CCCC)CCCC)CCC.[C:19]([O:23][C:24]([N:26]1[CH2:31][CH2:30][N:29]([C@H:32]([C:41](C2C=CC=CC=2)(C2C=CC=CC=2)[O:42][SiH2]C(C)(C)C)[CH2:33][CH2:34][N:35]2[CH2:40][CH2:39][CH2:38][CH2:37][CH2:36]2)[C:28](=[O:60])[C@@H:27]1[CH3:61])=[O:25])([CH3:22])([CH3:21])[CH3:20]. (4) Given the product [NH2:1][C:4]1[CH:9]=[C:8]([C:10]([F:12])([F:11])[F:13])[CH:7]=[CH:6][C:5]=1[S:14]([NH:17][C:18]1[CH:19]=[CH:20][CH:21]=[C:22]2[C:27]=1[N:26]=[CH:25][CH:24]=[CH:23]2)(=[O:15])=[O:16], predict the reactants needed to synthesize it. The reactants are: [N+:1]([C:4]1[CH:9]=[C:8]([C:10]([F:13])([F:12])[F:11])[CH:7]=[CH:6][C:5]=1[S:14]([NH:17][C:18]1[CH:19]=[CH:20][CH:21]=[C:22]2[C:27]=1[N:26]=[CH:25][CH:24]=[CH:23]2)(=[O:16])=[O:15])([O-])=O.O.O.[Sn](Cl)Cl. (5) Given the product [Br:33][C:14]1[N:13]=[C:12]([C:15]([NH2:17])=[O:16])[C:11]([NH:18][C:19]2[CH:24]=[CH:23][CH:22]=[C:21]([S:25]([CH3:28])(=[O:26])=[O:27])[CH:20]=2)=[N:10][C:9]=1[NH:8][C@H:5]1[CH2:4][CH2:3][C@H:2]([OH:1])[CH2:7][CH2:6]1, predict the reactants needed to synthesize it. The reactants are: [OH:1][C@H:2]1[CH2:7][CH2:6][C@H:5]([NH:8][C:9]2[N:10]=[C:11]([NH:18][C:19]3[CH:24]=[CH:23][CH:22]=[C:21]([S:25]([CH3:28])(=[O:27])=[O:26])[CH:20]=3)[C:12]([C:15]([NH2:17])=[O:16])=[N:13][CH:14]=2)[CH2:4][CH2:3]1.C(Cl)(Cl)Cl.[Br:33]N1C(=O)CCC1=O. (6) Given the product [C:1]([OH:21])(=[O:20])[CH2:2][CH2:3][CH2:4][CH2:5][CH2:6][CH2:7][CH2:8]/[CH:9]=[CH:10]\[CH2:11][CH2:12][CH2:14][CH2:15][CH2:16][CH2:17][CH2:18][CH3:19].[OH:47][CH2:42][CH:43]([CH2:44][OH:45])[OH:46].[OH:53][CH2:48][CH:49]([CH2:50][OH:51])[OH:52].[OH:59][CH2:54][CH:55]([CH2:56][OH:57])[OH:58].[OH:65][CH2:60][CH:61]([CH2:62][OH:63])[OH:64].[OH:47][CH2:42][CH:43]([CH2:44][OH:45])[OH:46].[OH:47][CH2:42][CH:43]([CH2:44][OH:45])[OH:46].[OH:47][CH2:42][CH:43]([CH2:44][OH:45])[OH:46].[OH:47][CH2:42][CH:43]([CH2:44][OH:45])[OH:46].[OH:47][CH2:42][CH:43]([CH2:44][OH:45])[OH:46].[OH:47][CH2:42][CH:43]([CH2:44][OH:45])[OH:46], predict the reactants needed to synthesize it. The reactants are: [C:1]([O-:21])(=[O:20])[CH2:2][CH2:3][CH2:4][CH2:5][CH2:6][CH2:7][CH2:8]/[CH:9]=[CH:10]\[CH2:11][C@@H:12]([CH2:14][CH2:15][CH2:16][CH2:17][CH2:18][CH3:19])O.N[C@@H](CCC(N[C@H](C(NCC(O)=O)=O)CS)=O)C(O)=O.[CH2:42]([OH:47])[CH:43]([OH:46])[CH2:44][OH:45].[CH2:48]([OH:53])[CH:49]([OH:52])[CH2:50][OH:51].[CH2:54]([OH:59])[CH:55]([OH:58])[CH2:56][OH:57].[CH2:60]([OH:65])[CH:61]([OH:64])[CH2:62][OH:63]. (7) Given the product [C:26]([O:25][C:23]([N:17]1[CH2:18][C:19]2([CH2:20][N:21]([CH2:8][CH2:7][N:4]3[CH2:3][CH2:2][O:1][CH2:6][CH2:5]3)[CH2:22]2)[CH2:16]1)=[O:24])([CH3:29])([CH3:27])[CH3:28], predict the reactants needed to synthesize it. The reactants are: [O:1]1[CH2:6][CH2:5][N:4]([CH2:7][CH:8]=O)[CH2:3][CH2:2]1.C(O)(=O)C(O)=O.[CH2:16]1[C:19]2([CH2:22][NH:21][CH2:20]2)[CH2:18][N:17]1[C:23]([O:25][C:26]([CH3:29])([CH3:28])[CH3:27])=[O:24].[BH3-]C#N.[Na+].C([O-])([O-])=O.[K+].[K+]. (8) Given the product [CH:25]([C:2]1[CH:11]=[C:10]2[C:5]([C:6]([C:16]3[CH:21]=[CH:20][C:19]([O:22][CH3:23])=[CH:18][C:17]=3[F:24])=[CH:7][C:8]([C:12]([O:14][CH3:15])=[O:13])=[N:9]2)=[CH:4][CH:3]=1)=[CH2:26], predict the reactants needed to synthesize it. The reactants are: Cl[C:2]1[CH:11]=[C:10]2[C:5]([C:6]([C:16]3[CH:21]=[CH:20][C:19]([O:22][CH3:23])=[CH:18][C:17]=3[F:24])=[CH:7][C:8]([C:12]([O:14][CH3:15])=[O:13])=[N:9]2)=[CH:4][CH:3]=1.[CH:25]([B-](F)(F)F)=[CH2:26].[K+].C(=O)([O-])[O-].[Cs+].[Cs+]. (9) Given the product [CH3:20][N:12]1[C:13]2[C:18](=[CH:17][CH:16]=[CH:15][CH:14]=2)[CH:9]([C:3]2[CH:4]=[CH:5][CH:6]=[CH:7][CH:8]=2)[CH2:10][C:11]1=[O:19], predict the reactants needed to synthesize it. The reactants are: [H-].[Na+].[C:3]1([CH:9]2[C:18]3[C:13](=[CH:14][CH:15]=[CH:16][CH:17]=3)[NH:12][C:11](=[O:19])[CH2:10]2)[CH:8]=[CH:7][CH:6]=[CH:5][CH:4]=1.[CH2:20]1COCC1.